This data is from Catalyst prediction with 721,799 reactions and 888 catalyst types from USPTO. The task is: Predict which catalyst facilitates the given reaction. Reactant: [Cl:1][C:2]1[C:3]([C:22]2[S:26][C:25]([C:27]3([F:31])[CH2:30][CH2:29][CH2:28]3)=[N:24][CH:23]=2)=[C:4]2[CH:10]=[C:9](I)[N:8]([S:12]([C:15]3[CH:21]=[CH:20][C:18]([CH3:19])=[CH:17][CH:16]=3)(=[O:14])=[O:13])[C:5]2=[N:6][CH:7]=1.CC1(C)C(C)(C)OB([C:40]2[CH:41]=[N:42][N:43]([CH2:45][CH2:46][N:47]3[CH2:52][CH2:51][O:50][CH2:49][CH2:48]3)[CH:44]=2)O1.C(=O)(O)[O-]. Product: [Cl:1][C:2]1[C:3]([C:22]2[S:26][C:25]([C:27]3([F:31])[CH2:30][CH2:29][CH2:28]3)=[N:24][CH:23]=2)=[C:4]2[CH:10]=[C:9]([C:40]3[CH:41]=[N:42][N:43]([CH2:45][CH2:46][N:47]4[CH2:52][CH2:51][O:50][CH2:49][CH2:48]4)[CH:44]=3)[N:8]([S:12]([C:15]3[CH:21]=[CH:20][C:18]([CH3:19])=[CH:17][CH:16]=3)(=[O:14])=[O:13])[C:5]2=[N:6][CH:7]=1. The catalyst class is: 558.